From a dataset of NCI-60 drug combinations with 297,098 pairs across 59 cell lines. Regression. Given two drug SMILES strings and cell line genomic features, predict the synergy score measuring deviation from expected non-interaction effect. (1) Drug 1: CC(C1=C(C=CC(=C1Cl)F)Cl)OC2=C(N=CC(=C2)C3=CN(N=C3)C4CCNCC4)N. Drug 2: C1=CC(=CC=C1C#N)C(C2=CC=C(C=C2)C#N)N3C=NC=N3. Cell line: SF-268. Synergy scores: CSS=10.2, Synergy_ZIP=0.697, Synergy_Bliss=4.91, Synergy_Loewe=-0.962, Synergy_HSA=1.20. (2) Cell line: HCT116. Synergy scores: CSS=65.1, Synergy_ZIP=-6.21, Synergy_Bliss=-13.7, Synergy_Loewe=-15.0, Synergy_HSA=-13.0. Drug 1: CC=C1C(=O)NC(C(=O)OC2CC(=O)NC(C(=O)NC(CSSCCC=C2)C(=O)N1)C(C)C)C(C)C. Drug 2: CC1C(C(CC(O1)OC2CC(CC3=C2C(=C4C(=C3O)C(=O)C5=CC=CC=C5C4=O)O)(C(=O)C)O)N)O. (3) Drug 1: CN1C(=O)N2C=NC(=C2N=N1)C(=O)N. Drug 2: B(C(CC(C)C)NC(=O)C(CC1=CC=CC=C1)NC(=O)C2=NC=CN=C2)(O)O. Cell line: U251. Synergy scores: CSS=14.6, Synergy_ZIP=0.0798, Synergy_Bliss=0.652, Synergy_Loewe=-38.1, Synergy_HSA=1.23. (4) Drug 1: CC12CCC3C(C1CCC2=O)CC(=C)C4=CC(=O)C=CC34C. Drug 2: CN(CCCl)CCCl.Cl. Cell line: SK-OV-3. Synergy scores: CSS=32.4, Synergy_ZIP=2.21, Synergy_Bliss=2.98, Synergy_Loewe=2.36, Synergy_HSA=2.37. (5) Drug 1: C1CCC(C1)C(CC#N)N2C=C(C=N2)C3=C4C=CNC4=NC=N3. Drug 2: CC1CCC2CC(C(=CC=CC=CC(CC(C(=O)C(C(C(=CC(C(=O)CC(OC(=O)C3CCCCN3C(=O)C(=O)C1(O2)O)C(C)CC4CCC(C(C4)OC)O)C)C)O)OC)C)C)C)OC. Cell line: NCI-H522. Synergy scores: CSS=29.2, Synergy_ZIP=2.58, Synergy_Bliss=3.40, Synergy_Loewe=-3.99, Synergy_HSA=6.53. (6) Drug 1: CC1CCC2CC(C(=CC=CC=CC(CC(C(=O)C(C(C(=CC(C(=O)CC(OC(=O)C3CCCCN3C(=O)C(=O)C1(O2)O)C(C)CC4CCC(C(C4)OC)O)C)C)O)OC)C)C)C)OC. Drug 2: C1CC(=O)NC(=O)C1N2C(=O)C3=CC=CC=C3C2=O. Cell line: UO-31. Synergy scores: CSS=13.2, Synergy_ZIP=-5.81, Synergy_Bliss=0.623, Synergy_Loewe=-23.7, Synergy_HSA=-0.499. (7) Drug 1: CNC(=O)C1=CC=CC=C1SC2=CC3=C(C=C2)C(=NN3)C=CC4=CC=CC=N4. Drug 2: CN1CCC(CC1)COC2=C(C=C3C(=C2)N=CN=C3NC4=C(C=C(C=C4)Br)F)OC. Cell line: SK-MEL-2. Synergy scores: CSS=2.70, Synergy_ZIP=1.00, Synergy_Bliss=4.06, Synergy_Loewe=1.22, Synergy_HSA=1.51.